This data is from Peptide-MHC class I binding affinity with 185,985 pairs from IEDB/IMGT. The task is: Regression. Given a peptide amino acid sequence and an MHC pseudo amino acid sequence, predict their binding affinity value. This is MHC class I binding data. (1) The MHC is HLA-A02:01 with pseudo-sequence HLA-A02:01. The peptide sequence is MYPFIFFIV. The binding affinity (normalized) is 0.0847. (2) The peptide sequence is QLNMEKREV. The MHC is HLA-A02:01 with pseudo-sequence HLA-A02:01. The binding affinity (normalized) is 0.541. (3) The peptide sequence is FVKFNDYRK. The MHC is HLA-A68:01 with pseudo-sequence HLA-A68:01. The binding affinity (normalized) is 1.00. (4) The peptide sequence is LSHVKFNFGD. The MHC is Mamu-A01 with pseudo-sequence Mamu-A01. The binding affinity (normalized) is 0.396. (5) The peptide sequence is NKVLCISFF. The MHC is HLA-B15:03 with pseudo-sequence HLA-B15:03. The binding affinity (normalized) is 0.656. (6) The peptide sequence is VAKYFSPL. The MHC is H-2-Kb with pseudo-sequence H-2-Kb. The binding affinity (normalized) is 0.308. (7) The peptide sequence is NPDIVIYQY. The MHC is HLA-B45:01 with pseudo-sequence HLA-B45:01. The binding affinity (normalized) is 0.0252. (8) The peptide sequence is SRTPSGKRL. The MHC is HLA-B40:01 with pseudo-sequence HLA-B40:01. The binding affinity (normalized) is 0.0847.